From a dataset of Forward reaction prediction with 1.9M reactions from USPTO patents (1976-2016). Predict the product of the given reaction. (1) Given the reactants [C:1]1(=O)[C:12]2=[C:13]3[C:8](=[CH:9][CH:10]=[CH:11]2)[CH2:7][CH2:6][CH2:5][CH:4]3[CH2:3][CH2:2]1.[BH4-].[Na+].[Cl-].[Al+3].[Cl-].[Cl-], predict the reaction product. The product is: [CH2:11]1[C:12]2=[C:13]3[C:4](=[CH:3][CH:2]=[CH:1]2)[CH2:5][CH2:6][CH2:7][CH:8]3[CH2:9][CH2:10]1. (2) Given the reactants [C:1]([N:4]1[C:13]2[C:8](=[CH:9][C:10](Br)=[C:11]([N+:14]([O-:16])=[O:15])[CH:12]=2)[N:7]([C:18]([O:20][CH:21]([CH3:23])[CH3:22])=[O:19])[CH2:6][C@@H:5]1[CH3:24])(=[O:3])[CH3:2].[CH:25]1([N:28]2[CH:32]=[C:31](B3OC(C)(C)C(C)(C)O3)[CH:30]=[N:29]2)[CH2:27][CH2:26]1.C(=O)([O-])[O-].[Cs+].[Cs+].CC(C1C=C(C(C)C)C(C2C=CC=CC=2P(C2CCCCC2)C2CCCCC2)=C(C(C)C)C=1)C, predict the reaction product. The product is: [C:1]([N:4]1[C:13]2[C:8](=[CH:9][C:10]([C:31]3[CH:30]=[N:29][N:28]([CH:25]4[CH2:27][CH2:26]4)[CH:32]=3)=[C:11]([N+:14]([O-:16])=[O:15])[CH:12]=2)[N:7]([C:18]([O:20][CH:21]([CH3:23])[CH3:22])=[O:19])[CH2:6][C@@H:5]1[CH3:24])(=[O:3])[CH3:2]. (3) The product is: [F:15][C:16]1[CH:23]=[CH:22][C:19]([CH2:20][NH:21][C:2]2[CH:3]=[CH:4][C:5]3[N:6]([C:8]([N+:12]([O-:14])=[O:13])=[C:9]([CH3:11])[N:10]=3)[N:7]=2)=[CH:18][CH:17]=1. Given the reactants Cl[C:2]1[CH:3]=[CH:4][C:5]2[N:6]([C:8]([N+:12]([O-:14])=[O:13])=[C:9]([CH3:11])[N:10]=2)[N:7]=1.[F:15][C:16]1[CH:23]=[CH:22][C:19]([CH2:20][NH2:21])=[CH:18][CH:17]=1, predict the reaction product.